Dataset: Peptide-MHC class I binding affinity with 185,985 pairs from IEDB/IMGT. Task: Regression. Given a peptide amino acid sequence and an MHC pseudo amino acid sequence, predict their binding affinity value. This is MHC class I binding data. (1) The peptide sequence is LAYEHDVPI. The MHC is HLA-A02:12 with pseudo-sequence HLA-A02:12. The binding affinity (normalized) is 0.0847. (2) The peptide sequence is RRAARAEYL. The MHC is Mamu-B8301 with pseudo-sequence Mamu-B8301. The binding affinity (normalized) is 0.